From a dataset of Forward reaction prediction with 1.9M reactions from USPTO patents (1976-2016). Predict the product of the given reaction. Given the reactants [CH3:1][O:2][C:3](=[O:29])[C:4]1[CH:9]=[C:8]([F:10])[CH:7]=[C:6]([N+:11]([O-])=O)[C:5]=1[C:14]#[C:15][C:16]1[CH:21]=[CH:20][C:19]([CH2:22][N:23]([C:25]([O:27][CH3:28])=[O:26])[CH3:24])=[CH:18][CH:17]=1.[Cl-].[NH4+].Cl, predict the reaction product. The product is: [CH3:1][O:2][C:3](=[O:29])[C:4]1[CH:9]=[C:8]([F:10])[CH:7]=[C:6]([NH2:11])[C:5]=1[C:14]#[C:15][C:16]1[CH:21]=[CH:20][C:19]([CH2:22][N:23]([C:25]([O:27][CH3:28])=[O:26])[CH3:24])=[CH:18][CH:17]=1.